This data is from Forward reaction prediction with 1.9M reactions from USPTO patents (1976-2016). The task is: Predict the product of the given reaction. (1) Given the reactants [Br:1][C:2]1[N:6]2[N:7]=[C:8](Cl)[CH:9]=[CH:10][C:5]2=[N:4][CH:3]=1.[N:12]1[CH:17]=[CH:16][CH:15]=[C:14]([CH2:18][NH2:19])[CH:13]=1.C(Cl)Cl.CO.[NH4+].[OH-], predict the reaction product. The product is: [Br:1][C:2]1[N:6]2[N:7]=[C:8]([NH:19][CH2:18][C:14]3[CH:13]=[N:12][CH:17]=[CH:16][CH:15]=3)[CH:9]=[CH:10][C:5]2=[N:4][CH:3]=1. (2) Given the reactants [N:1]1[CH:6]=[CH:5][CH:4]=[N:3][CH:2]=1.[Li+:7].[C:8]([S:12]([N-:15][S:16]([C:19]([F:22])([F:21])[F:20])(=[O:18])=[O:17])(=[O:14])=[O:13])([F:11])([F:10])[F:9], predict the reaction product. The product is: [N:1]1[CH:6]=[CH:5][CH:4]=[N:3][CH:2]=1.[Li+:7].[C:19]([S:16]([N-:15][S:12]([C:8]([F:11])([F:10])[F:9])(=[O:14])=[O:13])(=[O:17])=[O:18])([F:21])([F:20])[F:22]. (3) Given the reactants [CH:1]([N:4]=[C:5]([CH3:7])[CH3:6])([CH3:3])[CH3:2].[CH2:8]([O:10][C:11](=[O:22])[C:12](=[CH:18]OCC)[C:13](OCC)=[O:14])[CH3:9], predict the reaction product. The product is: [CH:5]([N:4]1[C:1]([CH3:3])=[CH:2][CH:18]=[C:12]([C:11]([O:10][CH2:8][CH3:9])=[O:22])[C:13]1=[O:14])([CH3:7])[CH3:6]. (4) The product is: [CH3:1][O:2][C:3]([C:5]1([CH2:20][OH:21])[CH:9]([CH3:10])[C:8](=[O:11])[N:7]([C:12]2[C:17]([CH3:18])=[CH:16][CH:15]=[CH:14][C:13]=2[CH3:19])[CH2:6]1)=[O:4]. Given the reactants [CH3:1][O:2][C:3]([C:5]1([CH2:20][O:21]CC2C=CC(OC)=CC=2)[CH:9]([CH3:10])[C:8](=[O:11])[N:7]([C:12]2[C:17]([CH3:18])=[CH:16][CH:15]=[CH:14][C:13]=2[CH3:19])[CH2:6]1)=[O:4].C(Cl)Cl.O.ClC1C(=O)C(C#N)=C(C#N)C(=O)C=1Cl, predict the reaction product. (5) Given the reactants [CH2:1]([O:3][C:4]([C:6]1[O:7][C:8]2[C:14]([CH3:15])=[CH:13][C:12]([C:16]([CH2:20][CH3:21])(O)[CH2:17][CH3:18])=[CH:11][C:9]=2[CH:10]=1)=[O:5])[CH3:2].[C:22]1([CH3:29])[C:27]([OH:28])=[CH:26]C=C[CH:23]=1.B(F)(F)F.[CH3:34][CH2:35]OCC, predict the reaction product. The product is: [CH2:1]([O:3][C:4]([C:6]1[O:7][C:8]2[C:14]([CH3:15])=[CH:13][C:12]([C:16]([CH2:34][CH3:35])([C:20]3[CH:21]=[CH:26][C:27]([OH:28])=[C:22]([CH3:29])[CH:23]=3)[CH2:17][CH3:18])=[CH:11][C:9]=2[CH:10]=1)=[O:5])[CH3:2]. (6) Given the reactants [C:1]([OH:8])(=[O:7])/[CH:2]=[CH:3]\[C:4]([OH:6])=[O:5].C(OC)(C)(C)C.[CH3:15][CH2:16][O:17][C:18]([C:20]1[CH:25]([C:26]2[C:31]([Cl:32])=[CH:30][CH:29]=[CH:28][CH:27]=2)[C:24]([C:33]([O:35][CH3:36])=[O:34])=[C:23]([CH3:37])[NH:22][C:21]=1[CH2:38][O:39][CH2:40][CH2:41][NH2:42])=[O:19], predict the reaction product. The product is: [CH3:15][CH2:16][O:17][C:18]([C:20]1[CH:25]([C:26]2[CH:27]=[CH:28][CH:29]=[CH:30][C:31]=2[Cl:32])[C:24]([C:33]([O:35][CH3:36])=[O:34])=[C:23]([CH3:37])[NH:22][C:21]=1[CH2:38][O:39][CH2:40][CH2:41][NH2:42])=[O:19].[CH:2](/[C:1]([OH:8])=[O:7])=[CH:3]/[C:4]([OH:6])=[O:5]. (7) Given the reactants Cl[C:2]1[CH:7]=[C:6]([CH:8]2[CH2:10][CH2:9]2)[N:5]=[C:4]([C:11]2[CH:16]=[CH:15][CH:14]=[C:13]([Cl:17])[CH:12]=2)[N:3]=1.[NH2:18][C:19]1[CH:24]=[CH:23][C:22]([CH2:25][C:26]([NH2:28])=[O:27])=[CH:21][CH:20]=1, predict the reaction product. The product is: [Cl:17][C:13]1[CH:12]=[C:11]([C:4]2[N:3]=[C:2]([NH:18][C:19]3[CH:20]=[CH:21][C:22]([CH2:25][C:26]([NH2:28])=[O:27])=[CH:23][CH:24]=3)[CH:7]=[C:6]([CH:8]3[CH2:10][CH2:9]3)[N:5]=2)[CH:16]=[CH:15][CH:14]=1. (8) Given the reactants [F:1][C:2]([F:7])([F:6])[C:3]([OH:5])=[O:4].C(OC([NH:15][CH2:16][C@H:17]1[CH2:22][CH2:21][C@H:20]([C:23]([NH:25][C@H:26]([C:55](=[O:68])[NH:56][C:57]2[CH:62]=[CH:61][C:60]([C:63]3[N:64]=[N:65][NH:66][N:67]=3)=[CH:59][CH:58]=2)[CH2:27][C:28]2[CH:33]=[CH:32][C:31]([C:34]3[CH:39]=[CH:38][C:37]([C:40]([N:42]4[CH2:47][CH2:46][N:45](C(OC(C)(C)C)=O)[CH2:44][CH2:43]4)=[O:41])=[CH:36][CH:35]=3)=[CH:30][CH:29]=2)=[O:24])[CH2:19][CH2:18]1)=O)(C)(C)C.Cl, predict the reaction product. The product is: [F:1][C:2]([F:7])([F:6])[C:3]([OH:5])=[O:4].[NH2:15][CH2:16][C@H:17]1[CH2:22][CH2:21][C@H:20]([C:23]([NH:25][C@@H:26]([CH2:27][C:28]2[CH:33]=[CH:32][C:31]([C:34]3[CH:35]=[CH:36][C:37]([C:40]([N:42]4[CH2:43][CH2:44][NH:45][CH2:46][CH2:47]4)=[O:41])=[CH:38][CH:39]=3)=[CH:30][CH:29]=2)[C:55](=[O:68])[NH:56][C:57]2[CH:62]=[CH:61][C:60]([C:63]3[N:67]=[N:66][NH:65][N:64]=3)=[CH:59][CH:58]=2)=[O:24])[CH2:19][CH2:18]1.